From a dataset of TCR-epitope binding with 47,182 pairs between 192 epitopes and 23,139 TCRs. Binary Classification. Given a T-cell receptor sequence (or CDR3 region) and an epitope sequence, predict whether binding occurs between them. The epitope is GTITSGWTF. The TCR CDR3 sequence is CASGPGLGGGGDNEQFF. Result: 0 (the TCR does not bind to the epitope).